From a dataset of Reaction yield outcomes from USPTO patents with 853,638 reactions. Predict the reaction yield, written as a fraction of the theoretical maximum amount of product (1.0 means a 100% yield; for example, 0.34 means a 34% yield). (1) The reactants are [O:1]([C:3]1[CH:4]=[CH:5][C:6]2[N:10]=[N:9][NH:8][C:7]=2[CH:11]=1)[CH3:2].[OH-].[Na+].[Cl:14][CH2:15][CH2:16][CH2:17][CH2:18]Br. The catalyst is [Br-].C([N+](CCCC)(CCCC)CCCC)CCC.ClCCl. The product is [O:1]([C:3]1[CH:4]=[CH:5][C:6]2[N:10]=[N:9][N:8]([CH2:18][CH2:17][CH2:16][CH2:15][Cl:14])[C:7]=2[CH:11]=1)[CH3:2]. The yield is 0.750. (2) The reactants are [C:1]1([O:12][CH2:13][C:14]([OH:16])=[O:15])[CH:6]=[CH:5][CH:4]=[CH:3][C:2]=1[O:7][CH2:8][C:9]([OH:11])=[O:10].[C:17]1([CH3:29])[CH:22]=[CH:21][C:20]([S:23]([CH2:26][CH2:27]O)(=[O:25])=[O:24])=[CH:19][CH:18]=1.[C:30]1([CH3:36])[CH:35]=[CH:34][CH:33]=[CH:32][CH:31]=1.O.C1(C)C=C[C:41]([S:44](O)(=[O:46])=[O:45])=[CH:40]C=1. The catalyst is O. The product is [C:17]1([CH3:29])[CH:22]=[CH:21][C:20]([S:23]([CH2:26][CH2:27][O:10][C:9](=[O:11])[CH2:8][O:7][C:2]2[CH:3]=[CH:4][CH:5]=[CH:6][C:1]=2[O:12][CH2:13][C:14]([O:16][CH2:40][CH2:41][S:44]([C:33]2[CH:34]=[CH:35][C:30]([CH3:36])=[CH:31][CH:32]=2)(=[O:46])=[O:45])=[O:15])(=[O:25])=[O:24])=[CH:19][CH:18]=1. The yield is 0.990. (3) The reactants are [H-].[Na+].ClC1C=C(N)C(I)=CN=1.S(OC[C@@H]1OCCN(C(OC(C)(C)C)=O)C1)(C1C=CC(C)=CC=1)(=O)=O.[Cl:37][C:38]1[CH:43]=[C:42]([NH:44][CH2:45][C@H:46]2[O:51][CH2:50][CH2:49][N:48]([C:52]([O:54][C:55]([CH3:58])([CH3:57])[CH3:56])=[O:53])[CH2:47]2)[C:41](I)=[CH:40][N:39]=1.C(=O)([O-])[O-].[Na+].[Na+].[CH3:66][O:67][C:68]1[CH:73]=[CH:72][C:71](B(O)O)=[CH:70][CH:69]=1. The catalyst is CN(C=O)C.C(#N)C.C1C=CC([P]([Pd]([P](C2C=CC=CC=2)(C2C=CC=CC=2)C2C=CC=CC=2)([P](C2C=CC=CC=2)(C2C=CC=CC=2)C2C=CC=CC=2)[P](C2C=CC=CC=2)(C2C=CC=CC=2)C2C=CC=CC=2)(C2C=CC=CC=2)C2C=CC=CC=2)=CC=1.O. The product is [Cl:37][C:38]1[CH:43]=[C:42]([NH:44][CH2:45][C@H:46]2[O:51][CH2:50][CH2:49][N:48]([C:52]([O:54][C:55]([CH3:58])([CH3:57])[CH3:56])=[O:53])[CH2:47]2)[C:41]([C:71]2[CH:72]=[CH:73][C:68]([O:67][CH3:66])=[CH:69][CH:70]=2)=[CH:40][N:39]=1. The yield is 0.940.